From a dataset of Full USPTO retrosynthesis dataset with 1.9M reactions from patents (1976-2016). Predict the reactants needed to synthesize the given product. The reactants are: C(O)(=O)C.[Cl:5][C:6]1[C:7]([CH3:18])=[C:8]([N:12]2[C:16](=[O:17])[CH2:15][NH:14][CH2:13]2)[CH:9]=[CH:10][CH:11]=1.C([O-])([O-])=O.[K+].[K+].[Cl:25][CH2:26][C:27](Cl)=[O:28]. Given the product [Cl:25][CH2:26][C:27]([N:14]1[CH2:15][C:16](=[O:17])[N:12]([C:8]2[CH:9]=[CH:10][CH:11]=[C:6]([Cl:5])[C:7]=2[CH3:18])[CH2:13]1)=[O:28], predict the reactants needed to synthesize it.